From a dataset of Full USPTO retrosynthesis dataset with 1.9M reactions from patents (1976-2016). Predict the reactants needed to synthesize the given product. (1) Given the product [Br:1][C:2]1[CH:12]=[CH:11][CH:10]=[C:4]([O:5][CH2:6][C@H:7]2[CH2:9][O:8]2)[C:3]=1[OH:13], predict the reactants needed to synthesize it. The reactants are: [Br:1][C:2]1[C:3]([O:13]CC2C=CC=CC=2)=[C:4]([CH:10]=[CH:11][CH:12]=1)[O:5][CH2:6][C@H:7]1[CH2:9][O:8]1.C1CCCCC=1. (2) Given the product [F:28][C:29]1[CH:34]=[C:33]([F:35])[CH:32]=[CH:31][C:30]=1[C:36]([F:43])([F:42])[C:37]([C:2]1[N:7]=[CH:6][C:5]([O:8][C:9]2[CH:16]=[CH:15][C:12]([C:13]#[N:14])=[CH:11][CH:10]=2)=[CH:4][CH:3]=1)=[O:38], predict the reactants needed to synthesize it. The reactants are: Br[C:2]1[N:7]=[CH:6][C:5]([O:8][C:9]2[CH:16]=[CH:15][C:12]([C:13]#[N:14])=[CH:11][CH:10]=2)=[CH:4][CH:3]=1.[Li]CCCC.CCCCCC.[F:28][C:29]1[CH:34]=[C:33]([F:35])[CH:32]=[CH:31][C:30]=1[C:36]([F:43])([F:42])[C:37](OCC)=[O:38]. (3) The reactants are: [Li+].[OH-].[CH3:3][N:4]1[C:8]([S:9]([CH3:12])(=[O:11])=[O:10])=[C:7]([C:13]([O:15]CC)=[O:14])[CH:6]=[N:5]1.Cl. Given the product [CH3:3][N:4]1[C:8]([S:9]([CH3:12])(=[O:10])=[O:11])=[C:7]([C:13]([OH:15])=[O:14])[CH:6]=[N:5]1, predict the reactants needed to synthesize it. (4) Given the product [CH3:1][C:2]1[CH:7]=[CH:6][CH:5]=[C:4]([CH3:8])[C:3]=1[C:13]1[CH:20]=[CH:19][CH:18]=[C:15]([CH:16]=[CH2:17])[CH:14]=1, predict the reactants needed to synthesize it. The reactants are: [CH3:1][C:2]1[CH:7]=[CH:6][CH:5]=[C:4]([CH3:8])[C:3]=1B(O)O.Br[C:13]1[CH:14]=[C:15]([CH:18]=[CH:19][CH:20]=1)[CH:16]=[CH2:17].C([O-])([O-])=O.[K+].[K+].[NH4+].[Cl-]. (5) Given the product [F:28][C:2]([F:1])([F:27])[CH:3]1[CH2:8][CH2:7][C:6]([C:9]2[N:14]=[CH:13][N:12]=[C:11]([CH2:15][NH2:16])[CH:10]=2)=[CH:5][CH2:4]1, predict the reactants needed to synthesize it. The reactants are: [F:1][C:2]([F:28])([F:27])[CH:3]1[CH2:8][CH2:7][C:6]([C:9]2[N:14]=[CH:13][N:12]=[C:11]([CH2:15][N:16]3C(=O)C4C(=CC=CC=4)C3=O)[CH:10]=2)=[CH:5][CH2:4]1.O.NN. (6) Given the product [C:25]([O:24][C:22]([N:6]([C:2]1[S:1][CH2:5][CH2:4][N:3]=1)[NH:7][C:8]1[CH:13]=[CH:12][CH:11]=[C:10]([CH3:14])[C:9]=1[CH3:15])=[O:23])([CH3:28])([CH3:27])[CH3:26], predict the reactants needed to synthesize it. The reactants are: [S:1]1[CH2:5][CH2:4][N:3]=[C:2]1[NH:6][NH:7][C:8]1[CH:13]=[CH:12][CH:11]=[C:10]([CH3:14])[C:9]=1[CH3:15].N1C=CC=CC=1.[C:22](O[C:22]([O:24][C:25]([CH3:28])([CH3:27])[CH3:26])=[O:23])([O:24][C:25]([CH3:28])([CH3:27])[CH3:26])=[O:23].